This data is from Full USPTO retrosynthesis dataset with 1.9M reactions from patents (1976-2016). The task is: Predict the reactants needed to synthesize the given product. The reactants are: [Cl-].C[N+](C)(C)CCOC(=O)C=C.[CH2:13]([O:17][C:18](=[O:21])[CH:19]=[CH2:20])[CH2:14][CH2:15][CH3:16].[C:22]([NH2:26])(=[O:25])[CH:23]=[CH2:24]. Given the product [CH2:13]([O:17][C:18](=[O:21])[CH:19]=[CH2:20])[CH2:14][CH2:15][CH3:16].[C:22]([NH2:26])(=[O:25])[CH:23]=[CH2:24], predict the reactants needed to synthesize it.